This data is from Full USPTO retrosynthesis dataset with 1.9M reactions from patents (1976-2016). The task is: Predict the reactants needed to synthesize the given product. Given the product [CH2:1]([O:3][C:4]([C:6]1[N:11]=[C:10]([C:23]2[CH:28]=[CH:27][CH:26]=[CH:25][CH:24]=2)[C:9]2[N:13]=[C:14]([CH3:16])[S:15][C:8]=2[C:7]=1[OH:17])=[O:5])[CH3:2], predict the reactants needed to synthesize it. The reactants are: [CH2:1]([O:3][C:4]([C:6]1[N:11]=[C:10](Br)[C:9]2[N:13]=[C:14]([CH3:16])[S:15][C:8]=2[C:7]=1[OH:17])=[O:5])[CH3:2].C([Sn](CCCC)(CCCC)[C:23]1[CH:28]=[CH:27][CH:26]=[CH:25][CH:24]=1)CCC.